From a dataset of Forward reaction prediction with 1.9M reactions from USPTO patents (1976-2016). Predict the product of the given reaction. (1) Given the reactants OC(C1C=CC2OCC(=O)N(C)C=2C=1)CN1CC=C(C2C3C(=NC=CC=3)NC=2)CC1.[F:31][C:32]1[C:33]([N:43]2[CH2:48][CH2:47][N:46]([CH2:49][C:50]([C:52]3[CH:53]=[CH:54][C:55]4[O:60][CH2:59][C:58](=[O:61])[NH:57][C:56]=4[CH:62]=3)=[O:51])[CH2:45][CH2:44]2)=[C:34]2[C:39](=[CH:40][CH:41]=1)[N:38]=[C:37]([CH3:42])[CH:36]=[CH:35]2, predict the reaction product. The product is: [F:31][C:32]1[C:33]([N:43]2[CH2:44][CH2:45][N:46]([CH2:49][CH:50]([C:52]3[CH:53]=[CH:54][C:55]4[O:60][CH2:59][C:58](=[O:61])[NH:57][C:56]=4[CH:62]=3)[OH:51])[CH2:47][CH2:48]2)=[C:34]2[C:39](=[CH:40][CH:41]=1)[N:38]=[C:37]([CH3:42])[CH:36]=[CH:35]2. (2) Given the reactants [N+:1]([C:4]1[CH:9]=[CH:8][N+:7]([O-])=[C:6]([CH3:11])[CH:5]=1)([O-:3])=[O:2].[C:12]([O:15]C(=O)C)(=[O:14])[CH3:13], predict the reaction product. The product is: [N+:1]([C:4]1[CH:9]=[CH:8][N:7]=[C:6]([CH2:11][O:15][C:12](=[O:14])[CH3:13])[CH:5]=1)([O-:3])=[O:2]. (3) Given the reactants [F:1][C:2]1[CH:7]=[CH:6][C:5]([C:8]2[CH2:9][CH2:10][N:11]([C:14]([O:16][C:17]([CH3:20])([CH3:19])[CH3:18])=[O:15])[CH2:12][CH:13]=2)=[CH:4][CH:3]=1, predict the reaction product. The product is: [F:1][C:2]1[CH:7]=[CH:6][C:5]([CH:8]2[CH2:9][CH2:10][N:11]([C:14]([O:16][C:17]([CH3:20])([CH3:19])[CH3:18])=[O:15])[CH2:12][CH2:13]2)=[CH:4][CH:3]=1. (4) Given the reactants [CH3:1][S:2]([OH:5])(=[O:4])=[O:3].[C:6]([C:10]1[CH:11]=[C:12]([NH:22][C:23]([NH:25][C:26]2[CH:27]=[N:28][C:29]([N:32]3[CH2:37][CH2:36][N:35]([C:38](=[O:45])[CH2:39][CH:40]4[CH2:44][CH2:43][CH2:42][CH2:41]4)[CH2:34][CH2:33]3)=[CH:30][CH:31]=2)=[O:24])[N:13]([C:15]2[CH:20]=[CH:19][C:18]([CH3:21])=[CH:17][CH:16]=2)[N:14]=1)([CH3:9])([CH3:8])[CH3:7].N#N, predict the reaction product. The product is: [CH3:1][S:2]([OH:5])(=[O:4])=[O:3].[C:6]([C:10]1[CH:11]=[C:12]([NH:22][C:23]([NH:25][C:26]2[CH:27]=[N:28][C:29]([N:32]3[CH2:37][CH2:36][N:35]([C:38](=[O:45])[CH2:39][CH:40]4[CH2:44][CH2:43][CH2:42][CH2:41]4)[CH2:34][CH2:33]3)=[CH:30][CH:31]=2)=[O:24])[N:13]([C:15]2[CH:16]=[CH:17][C:18]([CH3:21])=[CH:19][CH:20]=2)[N:14]=1)([CH3:9])([CH3:7])[CH3:8]. (5) Given the reactants [CH3:1][C:2]1[CH:3]=[C:4]([CH:19]=[CH:20][C:21]=1[N+:22]([O-])=O)[C:5]([O:7][C:8]1[CH:13]=[CH:12][C:11]([CH2:14][CH2:15][CH2:16][CH2:17][CH3:18])=[CH:10][CH:9]=1)=[O:6], predict the reaction product. The product is: [NH2:22][C:21]1[CH:20]=[CH:19][C:4]([C:5]([O:7][C:8]2[CH:13]=[CH:12][C:11]([CH2:14][CH2:15][CH2:16][CH2:17][CH3:18])=[CH:10][CH:9]=2)=[O:6])=[CH:3][C:2]=1[CH3:1]. (6) Given the reactants [C:1]1([CH:7]([C:14]2[CH:19]=[CH:18][CH:17]=[C:16]([C:20]([F:23])([F:22])[F:21])[CH:15]=2)[N:8]2[CH2:13][CH2:12][NH:11][CH2:10][CH2:9]2)[CH:6]=[CH:5][CH:4]=[CH:3][CH:2]=1.Br[CH2:25][C:26]([O:28][C:29]([CH3:32])([CH3:31])[CH3:30])=[O:27].C(N(CC)CC)C.O, predict the reaction product. The product is: [C:1]1([CH:7]([C:14]2[CH:19]=[CH:18][CH:17]=[C:16]([C:20]([F:23])([F:22])[F:21])[CH:15]=2)[N:8]2[CH2:9][CH2:10][N:11]([CH2:25][C:26]([O:28][C:29]([CH3:32])([CH3:31])[CH3:30])=[O:27])[CH2:12][CH2:13]2)[CH:6]=[CH:5][CH:4]=[CH:3][CH:2]=1. (7) Given the reactants [C:1]([O:5][C:6]([NH:8][CH2:9][CH2:10][C:11]([OH:13])=O)=[O:7])([CH3:4])([CH3:3])[CH3:2].[C:14]([O:18][C:19](=[O:53])[NH:20][CH:21]1[CH2:26][CH2:25][CH:24]([NH:27][C:28](=[O:52])[C:29]2[CH:34]=[C:33]([O:35][C:36]3[CH:41]=[CH:40][C:39]([C:42]#[N:43])=[CH:38][CH:37]=3)[CH:32]=[C:31]([O:44][C:45]3[CH:50]=[CH:49][C:48]([NH2:51])=[CH:47][CH:46]=3)[CH:30]=2)[CH2:23][CH2:22]1)([CH3:17])([CH3:16])[CH3:15], predict the reaction product. The product is: [C:14]([O:18][C:19](=[O:53])[NH:20][CH:21]1[CH2:22][CH2:23][CH:24]([NH:27][C:28](=[O:52])[C:29]2[CH:34]=[C:33]([O:35][C:36]3[CH:41]=[CH:40][C:39]([C:42]#[N:43])=[CH:38][CH:37]=3)[CH:32]=[C:31]([O:44][C:45]3[CH:46]=[CH:47][C:48]([NH:51][C:11](=[O:13])[CH2:10][CH2:9][NH:8][C:6]([O:5][C:1]([CH3:2])([CH3:3])[CH3:4])=[O:7])=[CH:49][CH:50]=3)[CH:30]=2)[CH2:25][CH2:26]1)([CH3:17])([CH3:15])[CH3:16]. (8) Given the reactants FC(F)(F)C(O)=O.[C:8]([NH:16][C:17]1[CH:26]=[C:25]2[C:20]([C@H:21]([C:36]3[CH:41]=[CH:40][C:39]([Cl:42])=[C:38]([Cl:43])[CH:37]=3)[CH2:22][CH2:23][C@@H:24]2[N:27](C)[C:28](=O)OC(C)(C)C)=[CH:19][CH:18]=1)(=[O:15])[C:9]1[CH:14]=[CH:13][CH:12]=[CH:11][CH:10]=1, predict the reaction product. The product is: [Cl:43][C:38]1[CH:37]=[C:36]([C@@H:21]2[CH2:22][CH2:23][C@H:24]([NH:27][CH3:28])[C:25]3[CH:26]=[C:17]([NH:16][C:8](=[O:15])[C:9]4[CH:10]=[CH:11][CH:12]=[CH:13][CH:14]=4)[CH:18]=[CH:19][C:20]2=3)[CH:41]=[CH:40][C:39]=1[Cl:42].